Task: Predict the product of the given reaction.. Dataset: Forward reaction prediction with 1.9M reactions from USPTO patents (1976-2016) Given the reactants Cl[C:2](Cl)([O:4]C(=O)OC(Cl)(Cl)Cl)Cl.[CH2:13]([N:20]1[CH2:25][CH2:24][CH:23]([N:26]2[C:30]3[N:31]=[C:32]([C:41]4[CH:46]=[CH:45][C:44]([NH2:47])=[CH:43][CH:42]=4)[N:33]=[C:34]([N:35]4[CH2:40][CH2:39][O:38][CH2:37][CH2:36]4)[C:29]=3[N:28]=[N:27]2)[CH2:22][CH2:21]1)[C:14]1[CH:19]=[CH:18][CH:17]=[CH:16][CH:15]=1.[Cl:48][C:49]1[CH:50]=[C:51]([CH:53]=[CH:54][CH:55]=1)[NH2:52].CCN(CC)CC, predict the reaction product. The product is: [CH2:13]([N:20]1[CH2:21][CH2:22][CH:23]([N:26]2[C:30]3[N:31]=[C:32]([C:41]4[CH:46]=[CH:45][C:44]([NH:47][C:2]([NH:52][C:51]5[CH:53]=[CH:54][CH:55]=[C:49]([Cl:48])[CH:50]=5)=[O:4])=[CH:43][CH:42]=4)[N:33]=[C:34]([N:35]4[CH2:40][CH2:39][O:38][CH2:37][CH2:36]4)[C:29]=3[N:28]=[N:27]2)[CH2:24][CH2:25]1)[C:14]1[CH:19]=[CH:18][CH:17]=[CH:16][CH:15]=1.